The task is: Regression/Classification. Given a drug SMILES string, predict its absorption, distribution, metabolism, or excretion properties. Task type varies by dataset: regression for continuous measurements (e.g., permeability, clearance, half-life) or binary classification for categorical outcomes (e.g., BBB penetration, CYP inhibition). Dataset: cyp2c9_veith.. This data is from CYP2C9 inhibition data for predicting drug metabolism from PubChem BioAssay. (1) The compound is COc1cc(N2CCOCC2)ncn1. The result is 0 (non-inhibitor). (2) The drug is CC(C)CCC(=O)O.C[C@]12CCC[C@@H]1[C@@H]1C(=O)C[C@H]3CC(=O)CC[C@@]3(C)[C@H]1CC2=O. The result is 0 (non-inhibitor). (3) The compound is O=S(=O)(O)c1cc(O)c2c(N=Cc3ccccc3O)cc(S(=O)(=O)O)cc2c1. The result is 1 (inhibitor). (4) The drug is COc1ccccc1C1(CC(=O)Nc2nccs2)CCOC(C(C)C)C1. The result is 1 (inhibitor). (5) The molecule is Cc1nc2c(C(=O)NCc3ccc4c(c3)OCO4)c[nH]n2c(=O)c1Cc1ccccc1F. The result is 1 (inhibitor). (6) The molecule is O=C(Nc1ccc2oc(-c3ccccc3F)nc2c1)c1ccc2c(c1)OCCO2. The result is 1 (inhibitor). (7) The drug is COc1cccc(OC)c1C(=O)Nc1cc(C)on1. The result is 0 (non-inhibitor). (8) The drug is CC1CCCCN1c1nc(-c2ccncc2)nc2ccccc12. The result is 1 (inhibitor). (9) The compound is c1ccc(C2OCC3(CO2)COC(c2ccccc2)OC3)cc1. The result is 0 (non-inhibitor).